This data is from Full USPTO retrosynthesis dataset with 1.9M reactions from patents (1976-2016). The task is: Predict the reactants needed to synthesize the given product. (1) Given the product [CH:1]([O:4][C:5]1[CH:10]=[CH:9][CH:8]=[CH:7][C:6]=1[CH2:11][CH2:12][CH2:13][NH:14][CH2:15][C:16]1[CH:17]=[C:18]([C:22]([N:23]2[CH2:24][CH2:25][CH2:26][CH2:27][CH2:28]2)=[O:33])[CH:19]=[CH:20][CH:21]=1)([CH3:2])[CH3:3], predict the reactants needed to synthesize it. The reactants are: [CH:1]([O:4][C:5]1[CH:10]=[CH:9][CH:8]=[CH:7][C:6]=1[CH2:11][CH2:12][CH2:13][NH:14][CH2:15][C:16]1[CH:17]=[C:18]([CH:22]2[CH2:27][CH2:26][CH2:25][CH2:24][N:23]2[CH:28]=O)[CH:19]=[CH:20][CH:21]=1)([CH3:3])[CH3:2].C([O:33]C1C=CC=CC=1NCCN)(C)C. (2) Given the product [CH3:64][O:63][C:60]1[CH:61]=[CH:62][C:57]([CH2:56][O:55][C:50]2[CH:49]=[C:48]([NH:65][C:66]3[CH:67]=[N:68][CH:69]=[CH:70][CH:71]=3)[CH:53]=[C:52]([Br:54])[CH:51]=2)=[CH:58][CH:59]=1, predict the reactants needed to synthesize it. The reactants are: C1C=CC(P(C2C=CC3C(=CC=CC=3)C=2C2C3C(=CC=CC=3)C=CC=2P(C2C=CC=CC=2)C2C=CC=CC=2)C2C=CC=CC=2)=CC=1.Br[C:48]1[CH:49]=[C:50]([O:55][CH2:56][C:57]2[CH:62]=[CH:61][C:60]([O:63][CH3:64])=[CH:59][CH:58]=2)[CH:51]=[C:52]([Br:54])[CH:53]=1.[NH2:65][C:66]1[CH:67]=[N:68][CH:69]=[CH:70][CH:71]=1.C([O-])(C)(C)C.[Na+]. (3) Given the product [Cl:1][C:2]1[CH:11]=[C:6]2[C:7](=[O:8])[O:9][CH2:12][C:5]2=[N:4][CH:3]=1, predict the reactants needed to synthesize it. The reactants are: [Cl:1][C:2]1[CH:3]=[N+:4]([O-])[C:5]([CH3:12])=[C:6]([CH:11]=1)[C:7]([O:9]C)=[O:8].FC(F)(F)C(O)=O. (4) Given the product [CH2:1]([O:3][C:4]([C:6]1[CH:10]=[C:9]([CH2:11][NH:20][CH2:13][C:14]2[CH:19]=[CH:18][CH:17]=[CH:16][CH:15]=2)[NH:8][N:7]=1)=[O:5])[CH3:2], predict the reactants needed to synthesize it. The reactants are: [CH2:1]([O:3][C:4]([C:6]1[CH:10]=[C:9]([CH:11]=O)[NH:8][N:7]=1)=[O:5])[CH3:2].[CH2:13]([NH2:20])[C:14]1[CH:19]=[CH:18][CH:17]=[CH:16][CH:15]=1.C(O[BH-](OC(=O)C)OC(=O)C)(=O)C.[Na+]. (5) Given the product [F:21][C:2]([F:1])([F:22])[C:3]1[CH:4]=[CH:5][C:6]([CH2:7][N:8]2[CH:13]([C:14]([NH:24][C:25]3([C:28]4[CH:37]=[CH:36][C:31]([C:32]([O:34][CH3:35])=[O:33])=[CH:30][CH:29]=4)[CH2:27][CH2:26]3)=[O:15])[CH:12]3[CH2:17][CH2:18][CH:9]2[CH2:10][CH2:11]3)=[CH:19][CH:20]=1, predict the reactants needed to synthesize it. The reactants are: [F:1][C:2]([F:22])([F:21])[C:3]1[CH:20]=[CH:19][C:6]([CH2:7][N:8]2[CH:13]([C:14](O)=[O:15])[CH:12]3[CH2:17][CH2:18][CH:9]2[CH2:10][CH2:11]3)=[CH:5][CH:4]=1.Cl.[NH2:24][C:25]1([C:28]2[CH:37]=[CH:36][C:31]([C:32]([O:34][CH3:35])=[O:33])=[CH:30][CH:29]=2)[CH2:27][CH2:26]1. (6) Given the product [CH3:10][N:11]1[CH:15]=[C:14]([C:2]2[CH:9]=[CH:8][C:5]([C:6]#[N:7])=[CH:4][N:3]=2)[CH:13]=[N:12]1, predict the reactants needed to synthesize it. The reactants are: Br[C:2]1[CH:9]=[CH:8][C:5]([C:6]#[N:7])=[CH:4][N:3]=1.[CH3:10][N:11]1[CH:15]=[C:14](B2OC(C)(C)C(C)(C)O2)[CH:13]=[N:12]1.C(=O)([O-])[O-].[Na+].[Na+].O.